This data is from NCI-60 drug combinations with 297,098 pairs across 59 cell lines. The task is: Regression. Given two drug SMILES strings and cell line genomic features, predict the synergy score measuring deviation from expected non-interaction effect. Drug 1: CN1CCC(CC1)COC2=C(C=C3C(=C2)N=CN=C3NC4=C(C=C(C=C4)Br)F)OC. Drug 2: CCCCCOC(=O)NC1=NC(=O)N(C=C1F)C2C(C(C(O2)C)O)O. Cell line: COLO 205. Synergy scores: CSS=1.61, Synergy_ZIP=4.07, Synergy_Bliss=7.36, Synergy_Loewe=-2.00, Synergy_HSA=-0.868.